This data is from Forward reaction prediction with 1.9M reactions from USPTO patents (1976-2016). The task is: Predict the product of the given reaction. (1) The product is: [Cl:23][C:24]1[CH:25]=[C:26]([CH:29]=[CH:30][C:31]=1[Cl:32])[CH2:27][NH:28][C:4]([C:6]1[N:7]=[C:8]([C:15]2[CH:20]=[CH:19][CH:18]=[CH:17][C:16]=2[O:21][CH3:22])[N:9]([CH3:14])[C:10](=[O:13])[C:11]=1[OH:12])=[O:5]. Given the reactants C(O[C:4]([C:6]1[N:7]=[C:8]([C:15]2[CH:20]=[CH:19][CH:18]=[CH:17][C:16]=2[O:21][CH3:22])[N:9]([CH3:14])[C:10](=[O:13])[C:11]=1[OH:12])=[O:5])C.[Cl:23][C:24]1[CH:25]=[C:26]([CH:29]=[CH:30][C:31]=1[Cl:32])[CH2:27][NH2:28], predict the reaction product. (2) Given the reactants [Br:1][C:2]1[CH:25]=[CH:24][C:5]([CH2:6][NH:7][C:8]2[C:9]([NH2:23])=[CH:10][CH:11]=[C:12]([O:14][CH2:15][C:16]3[CH:21]=[CH:20][C:19]([CH3:22])=[CH:18][N:17]=3)[CH:13]=2)=[CH:4][CH:3]=1.[C@@H:26]12[C:35](=O)[O:34][C:32](=[O:33])[C@@H:27]1[CH2:28][CH2:29][CH2:30][CH2:31]2.CCN(C(C)C)C(C)C.Cl.[OH-].[Na+], predict the reaction product. The product is: [Br:1][C:2]1[CH:25]=[CH:24][C:5]([CH2:6][N:7]2[C:8]3[CH:13]=[C:12]([O:14][CH2:15][C:16]4[CH:21]=[CH:20][C:19]([CH3:22])=[CH:18][N:17]=4)[CH:11]=[CH:10][C:9]=3[N:23]=[C:35]2[C@@H:26]2[CH2:31][CH2:30][CH2:29][CH2:28][C@@H:27]2[C:32]([OH:34])=[O:33])=[CH:4][CH:3]=1. (3) Given the reactants C[O-].[Na+].Cl.[CH3:5][C:6]([CH3:11])([CH3:10])[C:7]([NH2:9])=[NH:8].C([O:14][C:15](=O)[CH2:16][C:17](=O)[C:18]([F:21])([F:20])[F:19])C, predict the reaction product. The product is: [CH3:5][C:6]([C:7]1[N:9]=[C:15]([OH:14])[CH:16]=[C:17]([C:18]([F:21])([F:20])[F:19])[N:8]=1)([CH3:11])[CH3:10].